Task: Predict the reactants needed to synthesize the given product.. Dataset: Full USPTO retrosynthesis dataset with 1.9M reactions from patents (1976-2016) (1) Given the product [NH2:13][C:9]1[C:10]([CH3:12])=[N:11][CH:2]=[C:3]([CH:8]=1)[C:4]([O:6][CH3:7])=[O:5], predict the reactants needed to synthesize it. The reactants are: Cl[C:2]1[N:11]=[C:10]([CH3:12])[C:9]([N+:13]([O-])=O)=[CH:8][C:3]=1[C:4]([O:6][CH3:7])=[O:5].C([O-])=O.[NH4+]. (2) The reactants are: Cl.[F:2][C:3]1[CH:4]=[C:5]([C:8]2[O:12][N:11]=[C:10]([C@H:13]3[CH2:18][CH2:17][CH2:16][NH:15][CH2:14]3)[N:9]=2)[NH:6][CH:7]=1.[F:19][C:20]1[CH:21]=[N:22][CH:23]=[CH:24][C:25]=1[C:26](O)=[O:27]. Given the product [F:19][C:20]1[CH:21]=[N:22][CH:23]=[CH:24][C:25]=1[C:26]([N:15]1[CH2:16][CH2:17][CH2:18][C@H:13]([C:10]2[N:9]=[C:8]([C:5]3[NH:6][CH:7]=[C:3]([F:2])[CH:4]=3)[O:12][N:11]=2)[CH2:14]1)=[O:27], predict the reactants needed to synthesize it.